This data is from Peptide-MHC class II binding affinity with 134,281 pairs from IEDB. The task is: Regression. Given a peptide amino acid sequence and an MHC pseudo amino acid sequence, predict their binding affinity value. This is MHC class II binding data. (1) The peptide sequence is ERVLDCRTAFKPVLV. The MHC is DRB1_0404 with pseudo-sequence DRB1_0404. The binding affinity (normalized) is 0.744. (2) The peptide sequence is AALAAAAGVPPADKY. The MHC is DRB1_0101 with pseudo-sequence DRB1_0101. The binding affinity (normalized) is 0.711. (3) The peptide sequence is TEAPAAPAEGEKPAE. The MHC is HLA-DPA10201-DPB11401 with pseudo-sequence HLA-DPA10201-DPB11401. The binding affinity (normalized) is 0. (4) The peptide sequence is TGSMRFSCLNSEKEF. The MHC is DRB1_0101 with pseudo-sequence DRB1_0101. The binding affinity (normalized) is 0.623. (5) The peptide sequence is GYKVLVLNPSV. The MHC is DRB1_0405 with pseudo-sequence DRB1_0405. The binding affinity (normalized) is 0.540. (6) The peptide sequence is RCRTCVYNMMGKREK. The MHC is HLA-DQA10201-DQB10402 with pseudo-sequence HLA-DQA10201-DQB10402. The binding affinity (normalized) is 0.414.